Dataset: Catalyst prediction with 721,799 reactions and 888 catalyst types from USPTO. Task: Predict which catalyst facilitates the given reaction. Reactant: [OH:1][C@H:2]1[CH2:7][CH2:6][C@@H:5]([NH:8][CH3:9])[CH2:4][CH2:3]1.[C:10](O[C:10]([O:11][C:12]([CH3:15])([CH3:14])[CH3:13])=[O:16])(=[O:16])[O:11][C:12]([CH3:15])([CH3:14])[CH3:13]. Product: [OH:1][C@H:2]1[CH2:7][CH2:6][C@@H:5]([N:8]([C:10]([O:11][C:12]([CH3:15])([CH3:14])[CH3:13])=[O:16])[CH3:9])[CH2:4][CH2:3]1. The catalyst class is: 13.